Predict the product of the given reaction. From a dataset of Forward reaction prediction with 1.9M reactions from USPTO patents (1976-2016). Given the reactants [Cl:1][C:2]1[CH:7]=[CH:6][C:5]([CH2:8][NH2:9])=[CH:4][CH:3]=1.C(N(CC)CC)C.[CH3:17][C:18]1[C:26]2[C:25]([C:27](O)=[O:28])=[N:24][CH:23]=[N:22][C:21]=2[S:20][CH:19]=1.CN(C(ON1N=NC2C=CC=NC1=2)=[N+](C)C)C.F[P-](F)(F)(F)(F)F, predict the reaction product. The product is: [Cl:1][C:2]1[CH:7]=[CH:6][C:5]([CH2:8][NH:9][C:27]([C:25]2[C:26]3[C:18]([CH3:17])=[CH:19][S:20][C:21]=3[N:22]=[CH:23][N:24]=2)=[O:28])=[CH:4][CH:3]=1.